From a dataset of Forward reaction prediction with 1.9M reactions from USPTO patents (1976-2016). Predict the product of the given reaction. (1) Given the reactants [OH:1][CH:2]1[O:7][CH2:6][C:5](=[O:8])[CH:4]=[CH:3]1.N1C(C)=CC=CC=1C.[Si:17](OS(C(F)(F)F)(=O)=O)([C:20]([CH3:23])([CH3:22])[CH3:21])([CH3:19])[CH3:18], predict the reaction product. The product is: [Si:17]([O:1][CH:2]1[O:7][CH2:6][C:5](=[O:8])[CH:4]=[CH:3]1)([C:20]([CH3:23])([CH3:22])[CH3:21])([CH3:19])[CH3:18]. (2) Given the reactants [C:1]([C:4]1[CH:9]=[CH:8][C:7](B(O)O)=[CH:6][CH:5]=1)([OH:3])=[O:2].FC(F)(F)S(O[C:19]1[CH2:28][CH2:27][C:22]2([O:26][CH2:25][CH2:24][O:23]2)[CH2:21][CH:20]=1)(=O)=O.C([O-])([O-])=O.[Na+].[Na+].C1(P(C2C=CC=CC=2)C2C=CC=CC=2)C=CC=CC=1, predict the reaction product. The product is: [O:23]1[C:22]2([CH2:27][CH2:28][C:19]([C:7]3[CH:8]=[CH:9][C:4]([C:1]([OH:3])=[O:2])=[CH:5][CH:6]=3)=[CH:20][CH2:21]2)[O:26][CH2:25][CH2:24]1. (3) Given the reactants C(=O)([O-])[O-].[Cs+].[Cs+].[CH2:7]([O:9][CH2:10]Cl)[CH3:8].[CH2:12]([N:16]1[C:20]2[CH:21]=[C:22]([C:25]3[C:26]([C:30]4[CH:35]=[CH:34][CH:33]=[CH:32][CH:31]=4)=[N:27][NH:28][N:29]=3)[CH:23]=[CH:24][C:19]=2[N:18]=[C:17]1[NH2:36])[CH:13]([CH3:15])[CH3:14].[Cl-].[NH4+], predict the reaction product. The product is: [CH2:7]([O:9][CH2:10][N:28]1[NH:29][C:25]([C:22]2[CH:23]=[CH:24][C:19]3[N:18]=[C:17]([NH2:36])[N:16]([CH2:12][CH:13]([CH3:15])[CH3:14])[C:20]=3[CH:21]=2)=[C:26]([C:30]2[CH:35]=[CH:34][CH:33]=[CH:32][CH:31]=2)[NH:27]1)[CH3:8]. (4) Given the reactants [Br:1][C:2]1[CH:3]=[C:4]([CH:8]=[CH:9][CH:10]=1)[C:5](Cl)=[O:6].[Br:11][C:12]1[CH:16]=[N:15][N:14]([CH3:17])[C:13]=1[C:18]1[CH:19]=[C:20]([CH:22]=[CH:23][C:24]=1[O:25][CH2:26][C:27]([CH3:32])([N+:29]([O-])=O)[CH3:28])[NH2:21].C(N(CC)C(C)C)(C)C, predict the reaction product. The product is: [NH2:29][C:27]([CH3:32])([CH3:28])[CH2:26][O:25][C:24]1[CH:23]=[CH:22][C:20]([NH:21][C:5](=[O:6])[C:4]2[CH:8]=[CH:9][CH:10]=[C:2]([Br:1])[CH:3]=2)=[CH:19][C:18]=1[C:13]1[N:14]([CH3:17])[N:15]=[CH:16][C:12]=1[Br:11]. (5) Given the reactants [C:1]([O:5][C:6]([C@@H:8]1[CH2:13][CH2:12][C:11]([F:15])([F:14])[CH2:10][C@H:9]1[C:16]([OH:18])=O)=[O:7])([CH3:4])([CH3:3])[CH3:2].C(Cl)(=O)C([Cl:22])=O, predict the reaction product. The product is: [Cl:22][C:16]([C@@H:9]1[CH2:10][C:11]([F:15])([F:14])[CH2:12][CH2:13][C@H:8]1[C:6]([O:5][C:1]([CH3:4])([CH3:3])[CH3:2])=[O:7])=[O:18]. (6) Given the reactants [F:1][C:2]1[C:3]([C:8]2[N:9]([CH2:13][C:14]3[N:19]=[CH:18][N:17]=[C:16]([NH:20][NH2:21])[C:15]=3[CH2:22][CH2:23][CH3:24])[CH:10]=[CH:11][N:12]=2)=[N:4][CH:5]=[CH:6][CH:7]=1.[C:25](OC(OCC)OCC)(=O)C.C([O-])(O)=O.[Na+], predict the reaction product. The product is: [F:1][C:2]1[C:3]([C:8]2[N:9]([CH2:13][C:14]3[N:19]=[CH:18][N:17]4[CH:25]=[N:21][N:20]=[C:16]4[C:15]=3[CH2:22][CH2:23][CH3:24])[CH:10]=[CH:11][N:12]=2)=[N:4][CH:5]=[CH:6][CH:7]=1.